Predict the reaction yield, written as a fraction of the theoretical maximum amount of product (1.0 means a 100% yield; for example, 0.34 means a 34% yield). From a dataset of Reaction yield outcomes from USPTO patents with 853,638 reactions. The reactants are [CH2:1]([O:3][C:4](=[O:13])[C:5](=[CH:9]N(C)C)[C:6](=O)[CH3:7])[CH3:2].Cl.[N:15]1[CH:20]=[CH:19][C:18]([NH:21][NH2:22])=[CH:17][CH:16]=1.C(N(CC)CC)C. The catalyst is C(O)C. The product is [CH2:1]([O:3][C:4]([C:5]1[CH:9]=[N:22][N:21]([C:18]2[CH:19]=[CH:20][N:15]=[CH:16][CH:17]=2)[C:6]=1[CH3:7])=[O:13])[CH3:2]. The yield is 0.760.